Dataset: Full USPTO retrosynthesis dataset with 1.9M reactions from patents (1976-2016). Task: Predict the reactants needed to synthesize the given product. (1) Given the product [C:12]1([C:2]2[CH:9]=[C:8]([C:2]3[CH:9]=[CH:8][CH:7]=[CH:4][CH:3]=3)[CH:7]=[C:4]([CH:5]=[O:6])[C:3]=2[OH:11])[CH:17]=[CH:16][CH:15]=[CH:14][CH:13]=1, predict the reactants needed to synthesize it. The reactants are: Br[C:2]1[CH:9]=[C:8](Br)[CH:7]=[C:4]([CH:5]=[O:6])[C:3]=1[OH:11].[C:12]1(B(O)O)[CH:17]=[CH:16][CH:15]=[CH:14][CH:13]=1.C([O-])([O-])=O.[K+].[K+]. (2) Given the product [CH3:21][O:22][C:23]1[CH:24]=[C:25]([C:6](=[O:8])[CH2:5][C:4]([O:3][CH2:1][CH3:2])=[O:9])[CH:29]=[C:30]([O:32][CH3:33])[CH:31]=1, predict the reactants needed to synthesize it. The reactants are: [CH2:1]([O:3][C:4](=[O:9])[CH2:5][C:6]([O-:8])=O)[CH3:2].[K+].[Mg+2].[Cl-].[Cl-].C(N(CC)CC)C.[CH3:21][O:22][C:23]1[CH:24]=[C:25]([CH:29]=[C:30]([O:32][CH3:33])[CH:31]=1)C(Cl)=O. (3) Given the product [Cl:1][C:2]1[CH:3]=[C:4]([C:8]2[C:12]([CH2:13][OH:14])=[C:11]([CH3:16])[O:10][N:9]=2)[CH:5]=[CH:6][CH:7]=1, predict the reactants needed to synthesize it. The reactants are: [Cl:1][C:2]1[CH:3]=[C:4]([C:8]2[C:12]([C:13](O)=[O:14])=[C:11]([CH3:16])[O:10][N:9]=2)[CH:5]=[CH:6][CH:7]=1.C(N(CC)CC)C.C(OC(Cl)=O)C.[BH4-].[Na+]. (4) Given the product [C:6]([O:9][CH2:10][CH2:11][P:2]([O:3][CH3:4])([CH3:1])=[O:5])(=[O:8])[CH3:7], predict the reactants needed to synthesize it. The reactants are: [CH3:1][PH:2](=[O:5])[O:3][CH3:4].[C:6]([O:9][CH:10]=[CH2:11])(=[O:8])[CH3:7].